From a dataset of Forward reaction prediction with 1.9M reactions from USPTO patents (1976-2016). Predict the product of the given reaction. (1) Given the reactants O=C[C@@H]([C@H]([C@@H]([C@@H](CO)O)O)O)O.C1C=[N+]([C@@H]2O[C@H](COP(OP(OC[C@H]3O[C@@H](N4C5N=CN=C(N)C=5N=C4)[C@H](OP(O)(O)=O)[C@@H]3O)(O)=O)(O)=O)[C@@H](O)[C@H]2O)C=C(C(N)=O)C=1.[Br:61][CH2:62][C:63](=[O:70])[CH2:64][C:65]([O:67][CH2:68][CH3:69])=[O:66].[OH-].[Na+], predict the reaction product. The product is: [Br:61][CH2:62][C@@H:63]([OH:70])[CH2:64][C:65]([O:67][CH2:68][CH3:69])=[O:66]. (2) Given the reactants [N:1]1[CH:6]=[CH:5][C:4]([N:7]2[CH2:12][CH2:11][CH:10]([C:13](Cl)=[O:14])[CH2:9][CH2:8]2)=[CH:3][CH:2]=1.[Cl:16][C:17]1[CH:18]=[C:19]2[C:24](=[CH:25][CH:26]=1)[CH:23]=[C:22]([S:27]([N:30]1[CH2:35][CH2:34][NH:33][CH:32]([C:36]([O:38][CH2:39][CH3:40])=[O:37])[CH2:31]1)(=[O:29])=[O:28])[CH:21]=[CH:20]2, predict the reaction product. The product is: [Cl:16][C:17]1[CH:18]=[C:19]2[C:24](=[CH:25][CH:26]=1)[CH:23]=[C:22]([S:27]([N:30]1[CH2:35][CH2:34][N:33]([C:13]([CH:10]3[CH2:11][CH2:12][N:7]([C:4]4[CH:5]=[CH:6][N:1]=[CH:2][CH:3]=4)[CH2:8][CH2:9]3)=[O:14])[CH:32]([C:36]([O:38][CH2:39][CH3:40])=[O:37])[CH2:31]1)(=[O:28])=[O:29])[CH:21]=[CH:20]2. (3) Given the reactants [Cl:1][C:2]1[CH:7]=[CH:6][CH:5]=[CH:4][C:3]=1[C:8]1[C:27](=[O:28])[N:26]([CH2:29][CH2:30][CH:31]2[CH2:36][CH2:35][CH2:34][N:33](C(OC(C)(C)C)=O)[CH2:32]2)[C:11]2[N:12]=[C:13]([NH:16][CH2:17][CH2:18][CH2:19][CH2:20][N:21]([CH2:24][CH3:25])[CH2:22][CH3:23])[N:14]=[CH:15][C:10]=2[CH:9]=1.C(O)(C(F)(F)F)=O, predict the reaction product. The product is: [Cl:1][C:2]1[CH:7]=[CH:6][CH:5]=[CH:4][C:3]=1[C:8]1[C:27](=[O:28])[N:26]([CH2:29][CH2:30][CH:31]2[CH2:36][CH2:35][CH2:34][NH:33][CH2:32]2)[C:11]2[N:12]=[C:13]([NH:16][CH2:17][CH2:18][CH2:19][CH2:20][N:21]([CH2:22][CH3:23])[CH2:24][CH3:25])[N:14]=[CH:15][C:10]=2[CH:9]=1. (4) Given the reactants [C:1](O)(C(F)(F)F)=O.C([Zn]CC)C.ICI.[CH3:16][CH2:17][O:18][C:19]([C@@H:21]1[CH2:25][CH:24]=[CH:23][N:22]1[C:26]([O:28][C:29]([CH3:32])([CH3:31])[CH3:30])=[O:27])=[O:20].C([O-])(O)=O.[Na+], predict the reaction product. The product is: [CH2:17]([O:18][C:19]([C@@H:21]1[CH2:25][C@H:24]2[C@H:23]([CH2:1]2)[N:22]1[C:26]([O:28][C:29]([CH3:31])([CH3:30])[CH3:32])=[O:27])=[O:20])[CH3:16].